From a dataset of Full USPTO retrosynthesis dataset with 1.9M reactions from patents (1976-2016). Predict the reactants needed to synthesize the given product. (1) The reactants are: [F:1][C:2]1[CH:7]=[CH:6][C:5]([O:8][CH3:9])=[C:4]([O:10][CH3:11])[CH:3]=1.[Li]CCCC.Cl.C[CH2:19][O:20]C(C)=O. Given the product [F:1][C:2]1[C:3]([CH:19]=[O:20])=[C:4]([O:10][CH3:11])[C:5]([O:8][CH3:9])=[CH:6][CH:7]=1, predict the reactants needed to synthesize it. (2) Given the product [ClH:1].[Cl:1][C:2]1[CH:3]=[C:4]([N:9]2[C:13]([CH3:15])([CH3:14])[C:12]([OH:16])=[C:11]([C:17]3[CH:22]=[CH:21][C:20]([O:23][CH3:24])=[C:19]([O:25][CH2:26][CH2:27][N:28]4[CH2:29][CH2:30][CH2:31][CH2:32][CH2:33]4)[CH:18]=3)[C:10]2=[O:34])[CH:5]=[CH:6][C:7]=1[Cl:8], predict the reactants needed to synthesize it. The reactants are: [Cl:1][C:2]1[CH:3]=[C:4]([N:9]2[C:13]([CH3:15])([CH3:14])[C:12]([OH:16])=[C:11]([C:17]3[CH:22]=[CH:21][C:20]([O:23][CH3:24])=[C:19]([O:25][CH2:26][CH2:27][N:28]4[CH2:33][CH2:32][CH2:31][CH2:30][CH2:29]4)[CH:18]=3)[C:10]2=[O:34])[CH:5]=[CH:6][C:7]=1[Cl:8].Cl. (3) Given the product [CH:12]1([NH:18][C:2]2[CH:7]=[C:6]([F:8])[CH:5]=[CH:4][C:3]=2[N+:9]([O-:11])=[O:10])[CH2:17][CH2:16][CH2:15][CH2:14][CH2:13]1, predict the reactants needed to synthesize it. The reactants are: F[C:2]1[CH:7]=[C:6]([F:8])[CH:5]=[CH:4][C:3]=1[N+:9]([O-:11])=[O:10].[CH:12]1([NH2:18])[CH2:17][CH2:16][CH2:15][CH2:14][CH2:13]1.CCN(C(C)C)C(C)C. (4) Given the product [N:4]1[C:13]2[C:12]3[CH:14]=[CH:15][CH:16]=[CH:17][C:11]=3[CH2:10][CH2:9][CH2:8][C:7]=2[S:6][C:5]=1[NH:18][C:20](=[O:27])[C:21]1[CH:26]=[CH:25][N:24]=[CH:23][CH:22]=1, predict the reactants needed to synthesize it. The reactants are: [H-].[Na+].I.[N:4]1[C:13]2[C:12]3[CH:14]=[CH:15][CH:16]=[CH:17][C:11]=3[CH2:10][CH2:9][CH2:8][C:7]=2[S:6][C:5]=1[NH2:18].Cl.[C:20](Cl)(=[O:27])[C:21]1[CH:26]=[CH:25][N:24]=[CH:23][CH:22]=1.